From a dataset of Full USPTO retrosynthesis dataset with 1.9M reactions from patents (1976-2016). Predict the reactants needed to synthesize the given product. Given the product [CH:41]([O:40][C:38]([NH:25][S:22]([C:14]1[S:15][C:16]([CH2:18][CH:19]([CH3:21])[CH3:20])=[CH:17][C:13]=1[C:10]1[CH:11]=[CH:12][C:7]([CH2:6][N:1]2[CH:5]=[CH:4][N:3]=[CH:2]2)=[CH:8][CH:9]=1)(=[O:24])=[O:23])=[O:39])([CH3:43])[CH3:42], predict the reactants needed to synthesize it. The reactants are: [N:1]1([CH2:6][C:7]2[CH:12]=[CH:11][C:10]([C:13]3[CH:17]=[C:16]([CH2:18][CH:19]([CH3:21])[CH3:20])[S:15][C:14]=3[S:22]([NH2:25])(=[O:24])=[O:23])=[CH:9][CH:8]=2)[CH:5]=[CH:4][N:3]=[CH:2]1.N1(C2C=CC=CN=2)CCCC1.Cl[C:38]([O:40][CH:41]([CH3:43])[CH3:42])=[O:39].